From a dataset of Forward reaction prediction with 1.9M reactions from USPTO patents (1976-2016). Predict the product of the given reaction. (1) Given the reactants [CH3:1][O:2][C:3]1[CH:8]=[C:7](F)[C:6]([CH3:10])=[CH:5][C:4]=1[N+:11]([O-:13])=[O:12].[N:14]1([C:21]([O:23][C:24]([CH3:27])([CH3:26])[CH3:25])=[O:22])[CH2:20][CH2:19][CH2:18][NH:17][CH2:16][CH2:15]1.C([O-])([O-])=O.[K+].[K+].O, predict the reaction product. The product is: [CH3:10][C:6]1[CH:5]=[C:4]([N+:11]([O-:13])=[O:12])[C:3]([O:2][CH3:1])=[CH:8][C:7]=1[N:17]1[CH2:18][CH2:19][CH2:20][N:14]([C:21]([O:23][C:24]([CH3:27])([CH3:26])[CH3:25])=[O:22])[CH2:15][CH2:16]1. (2) Given the reactants [CH2:1]([NH:3][C:4]1[CH:9]=[C:8]([O:10][CH3:11])[CH:7]=[CH:6][C:5]=1[C@@H:12]1[CH2:21][CH2:20][C:19]2[CH:18]=[C:17]([O:22]C(=O)C(C)(C)C)[CH:16]=[CH:15][C:14]=2[CH2:13]1)[CH3:2].C(OC([CH2:36][CH2:37][NH:38][C:39]([CH3:51])([CH3:50])[CH2:40][C:41]1[CH:49]=[CH:48][C:44]([C:45](O)=O)=[CH:43][CH:42]=1)=O)(C)(C)C.C(OC(CCNC(C)(C)CC1C=CC(C(CCNC2C=C(OC)C=CC=2C2CCC3C=C(OC(=O)C(C)(C)C)C=CC=3C2)=O)=CC=1)=O)(C)(C)C, predict the reaction product. The product is: [CH2:1]([N:3]([CH2:45][C:44]1[CH:48]=[CH:49][C:41]([CH2:40][C:39]([NH:38][CH2:37][CH3:36])([CH3:51])[CH3:50])=[CH:42][CH:43]=1)[C:4]1[CH:9]=[C:8]([O:10][CH3:11])[CH:7]=[CH:6][C:5]=1[C@@H:12]1[CH2:21][CH2:20][C:19]2[CH:18]=[C:17]([OH:22])[CH:16]=[CH:15][C:14]=2[CH2:13]1)[CH3:2]. (3) Given the reactants [CH:1]1([N:5]2[CH2:11][CH2:10][C:9]3[CH:12]=[C:13]([CH2:16][S:17]([C:20]4[CH:25]=[CH:24][CH:23]=[CH:22][CH:21]=4)(=[O:19])=[O:18])[CH:14]=[CH:15][C:8]=3[CH2:7][CH2:6]2)[CH2:4][CH2:3][CH2:2]1.C([Li])CCC.N1([C:40](=[O:52])[CH2:41][CH:42]2[CH2:47][CH2:46][N:45]([C:48](=[O:51])[CH2:49][CH3:50])[CH2:44][CH2:43]2)C2C=CC=CC=2N=N1, predict the reaction product. The product is: [CH:1]1([N:5]2[CH2:11][CH2:10][C:9]3[CH:12]=[C:13]([CH:16]([S:17]([C:20]4[CH:21]=[CH:22][CH:23]=[CH:24][CH:25]=4)(=[O:19])=[O:18])[C:40](=[O:52])[CH2:41][CH:42]4[CH2:43][CH2:44][N:45]([C:48](=[O:51])[CH2:49][CH3:50])[CH2:46][CH2:47]4)[CH:14]=[CH:15][C:8]=3[CH2:7][CH2:6]2)[CH2:2][CH2:3][CH2:4]1.